From a dataset of Peptide-MHC class I binding affinity with 185,985 pairs from IEDB/IMGT. Regression. Given a peptide amino acid sequence and an MHC pseudo amino acid sequence, predict their binding affinity value. This is MHC class I binding data. (1) The peptide sequence is ASIENMEKM. The MHC is H-2-Db with pseudo-sequence H-2-Db. The binding affinity (normalized) is 0.820. (2) The peptide sequence is VTVVAVPLR. The MHC is HLA-A31:01 with pseudo-sequence HLA-A31:01. The binding affinity (normalized) is 0.568.